This data is from Full USPTO retrosynthesis dataset with 1.9M reactions from patents (1976-2016). The task is: Predict the reactants needed to synthesize the given product. (1) Given the product [OH:7][CH2:8][C:9]1[O:10][CH:11]=[C:12]([C:14]([O:16][CH3:17])=[O:15])[N:13]=1, predict the reactants needed to synthesize it. The reactants are: N#N.[Na].C([O:7][CH2:8][C:9]1[O:10][CH:11]=[C:12]([C:14]([O:16][CH3:17])=[O:15])[N:13]=1)(=O)C.[NH4+].[Cl-]. (2) Given the product [Br:1][C:2]1[CH:15]=[C:14]2[C:5]([N:6]3[C:11]([CH2:12][O:13]2)=[N:10][NH:9][C:8](=[O:16])[C@H:7]3[CH3:17])=[CH:4][C:3]=1[C@@H:18]1[CH2:23][CH2:22][N:21]([CH3:28])[CH2:20][C@@H:19]1[CH3:24], predict the reactants needed to synthesize it. The reactants are: [Br:1][C:2]1[CH:15]=[C:14]2[C:5]([N:6]3[C:11]([CH2:12][O:13]2)=[N:10][NH:9][C:8](=[O:16])[C@H:7]3[CH3:17])=[CH:4][C:3]=1[C@@H:18]1[CH2:23][CH2:22][NH:21][CH2:20][C@@H:19]1[CH3:24].C=O.[BH3-][C:28]#N.[Na+].C([O-])(O)=O.[Na+]. (3) Given the product [F:56][C:54]1[CH:55]=[C:50]([CH2:49][C@@H:48]([C:58]2[C:63]([C:64]3[CH:65]=[C:66]([CH:70]=[CH:71][CH:72]=3)[C:67]([NH2:69])=[O:68])=[CH:62][CH:61]=[CH:60][N:59]=2)[NH:47][C:82](=[O:83])[CH2:81][C:77]2[CH:78]=[CH:79][CH:80]=[C:75]([O:74][CH3:73])[CH:76]=2)[CH:51]=[C:52]([F:57])[CH:53]=1, predict the reactants needed to synthesize it. The reactants are: FC1C=C(C[C@@H](C2C(C3C=C(C=CC=3)C(N)=O)=CC=CN=2)NC(=O)CC2C3C(=CC=C(F)C=3)NC=2)C=C(F)C=1.FC(F)(F)C(O)=O.[NH2:47][C@H:48]([C:58]1[C:63]([C:64]2[CH:65]=[C:66]([CH:70]=[CH:71][CH:72]=2)[C:67]([NH2:69])=[O:68])=[CH:62][CH:61]=[CH:60][N:59]=1)[CH2:49][C:50]1[CH:55]=[C:54]([F:56])[CH:53]=[C:52]([F:57])[CH:51]=1.[CH3:73][O:74][C:75]1[CH:76]=[C:77]([CH2:81][C:82](O)=[O:83])[CH:78]=[CH:79][CH:80]=1. (4) The reactants are: O[C:2]1([C:15]2[CH:20]=[CH:19][C:18]([O:21][CH3:22])=[CH:17][C:16]=2[CH3:23])[CH2:7][CH2:6][N:5](C(OC(C)(C)C)=O)[CH2:4][CH2:3]1.[ClH:24]. Given the product [ClH:24].[CH3:22][O:21][C:18]1[CH:19]=[CH:20][C:15]([C:2]2[CH2:7][CH2:6][NH:5][CH2:4][CH:3]=2)=[C:16]([CH3:23])[CH:17]=1, predict the reactants needed to synthesize it.